Dataset: TCR-epitope binding with 47,182 pairs between 192 epitopes and 23,139 TCRs. Task: Binary Classification. Given a T-cell receptor sequence (or CDR3 region) and an epitope sequence, predict whether binding occurs between them. (1) The epitope is VTIAEILLI. The TCR CDR3 sequence is CASSIRDVSGLGNEQFF. Result: 1 (the TCR binds to the epitope). (2) The epitope is IYSKHTPINL. The TCR CDR3 sequence is CASSPRTSGGPYNEQFF. Result: 0 (the TCR does not bind to the epitope). (3) The TCR CDR3 sequence is CASSLGSGLDTSTDTQYF. Result: 0 (the TCR does not bind to the epitope). The epitope is RIFTIGTVTLK. (4) The epitope is TLVPQEHYV. The TCR CDR3 sequence is CASSYTDSNYGYTF. Result: 1 (the TCR binds to the epitope). (5) The epitope is EIYKRWII. The TCR CDR3 sequence is CASSEVGSKSRQGAYEQYF. Result: 1 (the TCR binds to the epitope). (6) The epitope is YEGNSPFHPL. The TCR CDR3 sequence is CASSQVMGKSYNSPLHF. Result: 0 (the TCR does not bind to the epitope). (7) The epitope is GILGFVFTL. The TCR CDR3 sequence is CASSQDITVLYGYTF. Result: 1 (the TCR binds to the epitope).